From a dataset of Full USPTO retrosynthesis dataset with 1.9M reactions from patents (1976-2016). Predict the reactants needed to synthesize the given product. Given the product [CH2:1]([O:3][C:4]([C:6]1[NH:7][C:8]2[C:13]([C:14]=1[CH2:15][C:16]1[CH:21]=[CH:20][CH:19]=[CH:18][CH:17]=1)=[CH:12][CH:11]=[CH:10][C:9]=2[Br:23])=[O:5])[CH3:2], predict the reactants needed to synthesize it. The reactants are: [CH2:1]([O:3][C:4]([C:6]1[NH:7][C:8]2[C:13]([C:14]=1[C:15](=O)[C:16]1[CH:21]=[CH:20][CH:19]=[CH:18][CH:17]=1)=[CH:12][CH:11]=[CH:10][C:9]=2[Br:23])=[O:5])[CH3:2].[BH3-]C#N.[Na+].CCOC(C)=O.O.